Dataset: Catalyst prediction with 721,799 reactions and 888 catalyst types from USPTO. Task: Predict which catalyst facilitates the given reaction. (1) Reactant: [NH2:1][NH2:2].[F:3][C:4]1[CH:9]=[CH:8][C:7]([CH2:10][C:11](Cl)=[O:12])=[CH:6][CH:5]=1.C([O-])(O)=O.[Na+]. Product: [F:3][C:4]1[CH:9]=[CH:8][C:7]([CH2:10][C:11]([NH:1][NH2:2])=[O:12])=[CH:6][CH:5]=1. The catalyst class is: 2. (2) Reactant: [CH:1]1([NH:4][C:5](=[O:46])[NH:6][C:7]2[CH:44]=[CH:43][C:10]([O:11][C:12]3[CH:17]=[CH:16][N:15]=[C:14]4[CH:18]=[C:19]([C:21]5[N:26]=[CH:25][C:24]([CH2:27][N:28]([CH2:36][CH2:37][O:38][CH2:39][CH2:40][O:41][CH3:42])C(=O)OC(C)(C)C)=[CH:23][CH:22]=5)[S:20][C:13]=34)=[C:9]([F:45])[CH:8]=2)[CH2:3][CH2:2]1.FC(F)(F)C(O)=O.[OH-].[Na+]. Product: [CH:1]1([NH:4][C:5]([NH:6][C:7]2[CH:44]=[CH:43][C:10]([O:11][C:12]3[CH:17]=[CH:16][N:15]=[C:14]4[CH:18]=[C:19]([C:21]5[CH:22]=[CH:23][C:24]([CH2:27][NH:28][CH2:36][CH2:37][O:38][CH2:39][CH2:40][O:41][CH3:42])=[CH:25][N:26]=5)[S:20][C:13]=34)=[C:9]([F:45])[CH:8]=2)=[O:46])[CH2:2][CH2:3]1. The catalyst class is: 4. (3) Reactant: [H-].[Na+].[Cl:3][C:4]1[CH:12]=[C:11]2[C:7]([CH:8]=[CH:9][NH:10]2)=[CH:6][N:5]=1.Cl[CH2:14][O:15][CH2:16][CH2:17][Si:18]([CH3:21])([CH3:20])[CH3:19]. Product: [Cl:3][C:4]1[N:5]=[CH:6][C:7]2[CH:8]=[CH:9][N:10]([CH2:14][O:15][CH2:16][CH2:17][Si:18]([CH3:21])([CH3:20])[CH3:19])[C:11]=2[CH:12]=1. The catalyst class is: 3.